From a dataset of Catalyst prediction with 721,799 reactions and 888 catalyst types from USPTO. Predict which catalyst facilitates the given reaction. (1) Product: [CH3:10][Si:11]([CH3:13])([CH3:12])[CH2:14][CH2:15][O:16][CH2:17][N:3]1[CH:7]=[C:6]([C:8]#[N:9])[N:5]=[CH:4]1. Reactant: [H-].[Na+].[NH:3]1[CH:7]=[C:6]([C:8]#[N:9])[N:5]=[CH:4]1.[CH3:10][Si:11]([CH2:14][CH2:15][O:16][CH2:17]Cl)([CH3:13])[CH3:12]. The catalyst class is: 1. (2) Reactant: C[O:2][C:3](=[O:31])[C:4]([CH3:30])([NH:6][C:7]([C:9]1[CH:10]=[CH:11][C:12]2[CH:16]=[CH:15][S:14][C:13]=2[C:17]=1[O:18][CH2:19][C:20]1[CH:25]=[CH:24][C:23]([C:26]([F:29])([F:28])[F:27])=[CH:22][CH:21]=1)=[O:8])[CH3:5].[Li+].[OH-].Cl. Product: [CH3:30][C:4]([NH:6][C:7]([C:9]1[CH:10]=[CH:11][C:12]2[CH:16]=[CH:15][S:14][C:13]=2[C:17]=1[O:18][CH2:19][C:20]1[CH:21]=[CH:22][C:23]([C:26]([F:28])([F:29])[F:27])=[CH:24][CH:25]=1)=[O:8])([CH3:5])[C:3]([OH:31])=[O:2]. The catalyst class is: 155. (3) Reactant: [CH3:1][O:2][C:3]1[CH:8]=[C:7]([C:9]2[CH2:14][CH2:13][N:12]([C:15]([O:17][C:18]([CH3:21])([CH3:20])[CH3:19])=[O:16])[CH2:11][C:10]=2[C:22]([O:24][CH2:25][CH3:26])=[O:23])[CH:6]=[CH:5][N:4]=1.[Mg]. Product: [CH3:1][O:2][C:3]1[CH:8]=[C:7]([C@H:9]2[CH2:14][CH2:13][N:12]([C:15]([O:17][C:18]([CH3:21])([CH3:19])[CH3:20])=[O:16])[CH2:11][C@H:10]2[C:22]([O:24][CH2:25][CH3:26])=[O:23])[CH:6]=[CH:5][N:4]=1. The catalyst class is: 5. (4) Reactant: [H-].[Na+].[NH:3]1[C:11]2[C:6](=[CH:7][CH:8]=[CH:9][CH:10]=2)[CH2:5][CH2:4]1.I[CH3:13]. Product: [CH3:13][N:3]1[C:11]2[C:6](=[CH:7][CH:8]=[CH:9][CH:10]=2)[CH2:5][CH2:4]1. The catalyst class is: 7. (5) Reactant: [N:1]1([C:6]2[CH:12]=[CH:11][C:10]([C:13]([F:16])([F:15])[F:14])=[CH:9][C:7]=2[NH2:8])[CH:5]=[CH:4][N:3]=[CH:2]1.[C:17](N1C=CN=C1)(N1C=CN=C1)=[O:18].C(OCC)C. Product: [F:16][C:13]([F:14])([F:15])[C:10]1[CH:9]=[C:7]2[C:6](=[CH:12][CH:11]=1)[N:1]1[CH:5]=[CH:4][N:3]=[C:2]1[C:17](=[O:18])[NH:8]2. The catalyst class is: 262. (6) Reactant: [CH3:1][C:2]1[CH:3]=[C:4]([OH:11])[CH:5]=[CH:6][C:7]=1[N+:8]([O-:10])=[O:9].[CH2:12]([O:19][CH2:20][CH2:21]O)[C:13]1[CH:18]=[CH:17][CH:16]=[CH:15][CH:14]=1.C1(P(C2C=CC=CC=2)C2C=CC=CC=2)C=CC=CC=1. Product: [CH2:12]([O:19][CH2:20][CH2:21][O:11][C:4]1[CH:5]=[CH:6][C:7]([N+:8]([O-:10])=[O:9])=[C:2]([CH3:1])[CH:3]=1)[C:13]1[CH:18]=[CH:17][CH:16]=[CH:15][CH:14]=1. The catalyst class is: 7. (7) Product: [NH2:28][C:24]1([C:21]2[CH:20]=[CH:19][C:18]([C:9]3[C:10]([C:12]4[CH:17]=[CH:16][CH:15]=[CH:14][CH:13]=4)=[CH:11][C:4]4[N:3]([C:36]5[CH:37]=[N:38][CH:39]=[CH:40][CH:41]=5)[C:2](=[O:1])[CH2:7][O:6][C:5]=4[N:8]=3)=[CH:23][CH:22]=2)[CH2:27][CH2:26][CH2:25]1. The catalyst class is: 67. Reactant: [O:1]=[C:2]1[CH2:7][O:6][C:5]2[N:8]=[C:9]([C:18]3[CH:23]=[CH:22][C:21]([C:24]4([NH:28]C(=O)OC(C)(C)C)[CH2:27][CH2:26][CH2:25]4)=[CH:20][CH:19]=3)[C:10]([C:12]3[CH:17]=[CH:16][CH:15]=[CH:14][CH:13]=3)=[CH:11][C:4]=2[N:3]1[C:36]1[CH:37]=[N:38][CH:39]=[CH:40][CH:41]=1. (8) Reactant: [CH3:1][O:2][C:3]([C:5]1[CH:14]=[CH:13][C:12]2[C:7](=[CH:8][C:9]([C:15]([CH2:19][CH3:20])(O)[CH2:16][CH3:17])=[CH:10][CH:11]=2)[CH:6]=1)=[O:4].[C:21]1([CH3:28])[C:26]([OH:27])=[CH:25][CH:24]=[CH:23][CH:22]=1.B(F)(F)F.O(CC)CC. Product: [CH3:1][O:2][C:3]([C:5]1[CH:14]=[CH:13][C:12]2[C:7](=[CH:8][C:9]([C:15]([CH2:19][CH3:20])([C:23]3[CH:24]=[CH:25][C:26]([OH:27])=[C:21]([CH3:28])[CH:22]=3)[CH2:16][CH3:17])=[CH:10][CH:11]=2)[CH:6]=1)=[O:4]. The catalyst class is: 25.